This data is from Peptide-MHC class I binding affinity with 185,985 pairs from IEDB/IMGT. The task is: Regression. Given a peptide amino acid sequence and an MHC pseudo amino acid sequence, predict their binding affinity value. This is MHC class I binding data. (1) The peptide sequence is TPPLVRLV. The MHC is Mamu-A01 with pseudo-sequence Mamu-A01. The binding affinity (normalized) is 0.503. (2) The peptide sequence is KWLKYCIEL. The MHC is H-2-Db with pseudo-sequence H-2-Db. The binding affinity (normalized) is 0.183.